Dataset: Reaction yield outcomes from USPTO patents with 853,638 reactions. Task: Predict the reaction yield, written as a fraction of the theoretical maximum amount of product (1.0 means a 100% yield; for example, 0.34 means a 34% yield). (1) The reactants are [CH3:1][C:2]1[S:3][C:4]([C:8]([OH:10])=O)=[C:5]([CH3:7])[N:6]=1.[NH2:11][C:12]1[CH:13]=[C:14]([CH:31]=[CH:32][C:33]=1[F:34])[O:15][C:16]1[CH:17]=[CH:18][C:19]2[N:20]([CH:22]=[C:23]([NH:25][C:26]([CH:28]3[CH2:30][CH2:29]3)=[O:27])[N:24]=2)[N:21]=1.ON1C2C=CC=CC=2N=N1.Cl.C(N=C=NCCCN(C)C)C.C(N(CC)C(C)C)(C)C. The catalyst is CN(C)C=O. The product is [CH:28]1([C:26]([NH:25][C:23]2[N:24]=[C:19]3[CH:18]=[CH:17][C:16]([O:15][C:14]4[CH:31]=[CH:32][C:33]([F:34])=[C:12]([NH:11][C:8]([C:4]5[S:3][C:2]([CH3:1])=[N:6][C:5]=5[CH3:7])=[O:10])[CH:13]=4)=[N:21][N:20]3[CH:22]=2)=[O:27])[CH2:29][CH2:30]1. The yield is 0.320. (2) The reactants are [N:1]1([CH2:6][CH2:7][OH:8])[CH2:5][CH2:4][CH2:3][CH2:2]1.[H-].[Na+].Cl[C:12]1[CH:17]=[CH:16][C:15]([N+:18]([O-:20])=[O:19])=[CH:14][N:13]=1. The catalyst is C1COCC1. The product is [N+:18]([C:15]1[CH:16]=[CH:17][C:12]([O:8][CH2:7][CH2:6][N:1]2[CH2:5][CH2:4][CH2:3][CH2:2]2)=[N:13][CH:14]=1)([O-:20])=[O:19]. The yield is 0.450. (3) The reactants are CO[C:3]([C@@H:5]1[O:9][C:8](=[O:10])[N:7]([C:11]2[CH:20]=[CH:19][C:14]3[C:15]([CH3:18])=[N:16][O:17][C:13]=3[CH:12]=2)[CH2:6]1)=[O:4].[CH3:21][NH2:22]. The catalyst is CO. The product is [CH3:21][NH:22][C:3]([C@@H:5]1[O:9][C:8](=[O:10])[N:7]([C:11]2[CH:20]=[CH:19][C:14]3[C:15]([CH3:18])=[N:16][O:17][C:13]=3[CH:12]=2)[CH2:6]1)=[O:4]. The yield is 0.880. (4) The reactants are [CH2:1]([O:8][C:9]1[CH:10]=[CH:11][C:12]([C:20](=[O:23])[CH2:21][Br:22])=[C:13]2[C:18]=1[NH:17][C:16](=[O:19])[CH:15]=[CH:14]2)[C:2]1[CH:7]=[CH:6][CH:5]=[CH:4][CH:3]=1.O1CCCC1.B.CO. The catalyst is C1(C)C=CC=CC=1. The product is [CH2:1]([O:8][C:9]1[CH:10]=[CH:11][C:12]([C@@H:20]([OH:23])[CH2:21][Br:22])=[C:13]2[C:18]=1[NH:17][C:16](=[O:19])[CH:15]=[CH:14]2)[C:2]1[CH:3]=[CH:4][CH:5]=[CH:6][CH:7]=1. The yield is 0.810. (5) The reactants are FC(F)(F)S(O[C:7]1[C:8]([CH3:32])([CH3:31])[O:9][C:10](=[O:30])[C:11]=1[C:12]1[CH:17]=[CH:16][C:15]([O:18][CH2:19][C:20]2[CH:29]=[CH:28][C:27]3[C:22](=[CH:23][CH:24]=[CH:25][CH:26]=3)[N:21]=2)=[CH:14][CH:13]=1)(=O)=O.[CH3:35][O:36][C:37]1[CH:42]=[CH:41][C:40](B(O)O)=[CH:39][CH:38]=1.C([O-])([O-])=O.[Na+].[Na+]. The catalyst is O1CCOCC1.O.C1C=CC([P]([Pd]([P](C2C=CC=CC=2)(C2C=CC=CC=2)C2C=CC=CC=2)([P](C2C=CC=CC=2)(C2C=CC=CC=2)C2C=CC=CC=2)[P](C2C=CC=CC=2)(C2C=CC=CC=2)C2C=CC=CC=2)(C2C=CC=CC=2)C2C=CC=CC=2)=CC=1. The product is [CH3:35][O:36][C:37]1[CH:42]=[CH:41][C:40]([C:7]2[C:8]([CH3:31])([CH3:32])[O:9][C:10](=[O:30])[C:11]=2[C:12]2[CH:13]=[CH:14][C:15]([O:18][CH2:19][C:20]3[CH:29]=[CH:28][C:27]4[C:22](=[CH:23][CH:24]=[CH:25][CH:26]=4)[N:21]=3)=[CH:16][CH:17]=2)=[CH:39][CH:38]=1. The yield is 0.180.